This data is from Reaction yield outcomes from USPTO patents with 853,638 reactions. The task is: Predict the reaction yield, written as a fraction of the theoretical maximum amount of product (1.0 means a 100% yield; for example, 0.34 means a 34% yield). (1) The reactants are C[N:2]([CH3:19])[CH:3]=[CH:4][C:5]([C:7]1[CH:8]=[C:9]([N:13]([CH2:17][CH3:18])[C:14](=[O:16])[CH3:15])[CH:10]=[CH:11][CH:12]=1)=O.N[C:21]1[C:25]([C:26]#[N:27])=C[NH:23][N:22]=1.P(=O)(O)(O)O. The catalyst is O.CO. The product is [CH3:18][CH2:17][N:13]([C:14]([CH3:15])=[O:16])[C:9]1[CH:10]=[CH:11][CH:12]=[C:7]([C:5]2[N:23]3[N:22]=[CH:21][C:25]([C:26]#[N:27])=[C:19]3[N:2]=[CH:3][CH:4]=2)[CH:8]=1. The yield is 0.915. (2) The product is [CH3:1][O:2][C:3]1[CH:9]=[CH:8][C:7]([C:10]([F:11])([F:12])[F:13])=[CH:6][C:4]=1[NH:5][C:19]([NH:41][C:40]1[CH:42]=[CH:43][C:37]([O:36][C:34]2[CH:33]=[CH:32][N:31]=[C:30]([C:28](=[O:29])[NH:27][CH3:26])[CH:35]=2)=[CH:38][CH:39]=1)=[O:20]. The reactants are [CH3:1][O:2][C:3]1[CH:9]=[CH:8][C:7]([C:10]([F:13])([F:12])[F:11])=[CH:6][C:4]=1[NH2:5].C1N=CN([C:19](N2C=NC=C2)=[O:20])C=1.[CH3:26][NH:27][C:28]([C:30]1[CH:35]=[C:34]([O:36][C:37]2[CH:43]=[CH:42][C:40]([NH2:41])=[CH:39][CH:38]=2)[CH:33]=[CH:32][N:31]=1)=[O:29].O. The catalyst is C(Cl)Cl. The yield is 0.300.